The task is: Predict the product of the given reaction.. This data is from Forward reaction prediction with 1.9M reactions from USPTO patents (1976-2016). (1) Given the reactants N1C(F)=NC(F)=NC=1F.[C:10]([O:14][C:15]([N:17]([CH3:30])[C@@H:18]([CH3:29])[C:19]([NH:21][C@@H:22]([CH:26]([CH3:28])[CH3:27])[C:23]([OH:25])=O)=[O:20])=[O:16])([CH3:13])([CH3:12])[CH3:11].N1C=CC=CC=1.[NH:37]1[C:45]2[C:40](=[CH:41][CH:42]=[CH:43][CH:44]=2)[CH2:39][C@H:38]1[C:46]([O:48][CH2:49][CH3:50])=[O:47].C(C1C=CC=C(C(C)(C)C)N=1)(C)(C)C, predict the reaction product. The product is: [CH2:49]([O:48][C:46]([C@@H:38]1[CH2:39][C:40]2[C:45](=[CH:44][CH:43]=[CH:42][CH:41]=2)[N:37]1[C:23](=[O:25])[C@@H:22]([NH:21][C:19](=[O:20])[C@@H:18]([N:17]([C:15]([O:14][C:10]([CH3:11])([CH3:12])[CH3:13])=[O:16])[CH3:30])[CH3:29])[CH:26]([CH3:28])[CH3:27])=[O:47])[CH3:50]. (2) Given the reactants [CH3:1][C:2]([C:4]1[CH:9]=[CH:8][CH:7]=[C:6]([Br:10])[CH:5]=1)=O.[NH:11]([C:13](=[O:35])[CH:14]([NH:26][C:27](=[O:34])[C:28]1[CH:33]=[CH:32][CH:31]=[CH:30][CH:29]=1)[C:15]1[C:24]2[C:19](=[CH:20][CH:21]=[CH:22][CH:23]=2)[C:18](=[O:25])[NH:17][N:16]=1)[NH2:12].C(O)(=O)C, predict the reaction product. The product is: [Br:10][C:6]1[CH:5]=[C:4](/[C:2](=[N:12]/[NH:11][C:13](=[O:35])[CH:14]([NH:26][C:27](=[O:34])[C:28]2[CH:33]=[CH:32][CH:31]=[CH:30][CH:29]=2)[C:15]2[C:24]3[C:19](=[CH:20][CH:21]=[CH:22][CH:23]=3)[C:18](=[O:25])[NH:17][N:16]=2)/[CH3:1])[CH:9]=[CH:8][CH:7]=1. (3) The product is: [O:42]=[C:41]([NH:25][C:22]1[CH:23]=[C:24]2[C:19](=[CH:20][C:21]=1[O:26][C@H:27]1[CH2:31][CH2:30][O:29][CH2:28]1)[N:18]=[CH:17][N:16]=[C:15]2[NH:14][C:11]1[CH:10]=[CH:9][C:8]([O:1][C:2]2[CH:3]=[CH:4][CH:5]=[CH:6][CH:7]=2)=[CH:13][CH:12]=1)[CH2:40][P:35](=[O:36])([O:34][CH2:32][CH3:33])[O:37][CH2:38][CH3:39]. Given the reactants [O:1]([C:8]1[CH:13]=[CH:12][C:11]([NH:14][C:15]2[C:24]3[C:19](=[CH:20][C:21]([O:26][C@H:27]4[CH2:31][CH2:30][O:29][CH2:28]4)=[C:22]([NH2:25])[CH:23]=3)[N:18]=[CH:17][N:16]=2)=[CH:10][CH:9]=1)[C:2]1[CH:7]=[CH:6][CH:5]=[CH:4][CH:3]=1.[CH2:32]([O:34][P:35]([CH2:40][C:41](O)=[O:42])([O:37][CH2:38][CH3:39])=[O:36])[CH3:33].CCN=C=NCCCN(C)C.Cl.CCN(C(C)C)C(C)C, predict the reaction product. (4) Given the reactants [NH:1]1[CH:5]=[C:4]([C:6]2[S:10][CH:9]=[C:8]([C:11]([OH:13])=O)[CH:7]=2)[CH:3]=[N:2]1.[C:14]([O:18][C:19]([N:21]1[CH2:27][CH2:26][CH2:25][NH:24][CH2:23][CH2:22]1)=[O:20])([CH3:17])([CH3:16])[CH3:15].CCN(C(C)C)C(C)C.CN(C(ON1N=NC2C=CC=NC1=2)=[N+](C)C)C.F[P-](F)(F)(F)(F)F, predict the reaction product. The product is: [C:14]([O:18][C:19]([N:21]1[CH2:27][CH2:26][CH2:25][N:24]([C:11]([C:8]2[CH:7]=[C:6]([C:4]3[CH:5]=[N:1][NH:2][CH:3]=3)[S:10][CH:9]=2)=[O:13])[CH2:23][CH2:22]1)=[O:20])([CH3:17])([CH3:15])[CH3:16]. (5) Given the reactants C([N:8]([CH2:26][C@H:27]([OH:49])[CH2:28][O:29][C:30]1[CH:35]=[CH:34][C:33]([O:36]CC2C=CC=CC=2)=[C:32]([NH:44][S:45]([CH3:48])(=[O:47])=[O:46])[CH:31]=1)[C@H:9]1[CH2:14][CH2:13][C@H:12]([C:15]2[CH:25]=[CH:24][C:18]([O:19][CH2:20][C:21]([OH:23])=[O:22])=[CH:17][CH:16]=2)[CH2:11][CH2:10]1)C1C=CC=CC=1, predict the reaction product. The product is: [OH:49][C@H:27]([CH2:28][O:29][C:30]1[CH:35]=[CH:34][C:33]([OH:36])=[C:32]([NH:44][S:45]([CH3:48])(=[O:47])=[O:46])[CH:31]=1)[CH2:26][NH:8][C@H:9]1[CH2:10][CH2:11][C@H:12]([C:15]2[CH:16]=[CH:17][C:18]([O:19][CH2:20][C:21]([OH:23])=[O:22])=[CH:24][CH:25]=2)[CH2:13][CH2:14]1. (6) Given the reactants Br[C:2]1[N:3]=[CH:4][N:5]([C:7]2[CH:12]=[CH:11][CH:10]=[CH:9][CH:8]=2)[CH:6]=1.[O:13]1[CH:17]=[CH:16][CH:15]=[C:14]1B(O)O.C([O-])([O-])=O.[K+].[K+], predict the reaction product. The product is: [O:13]1[CH:17]=[CH:16][CH:15]=[C:14]1[C:2]1[N:3]=[CH:4][N:5]([C:7]2[CH:12]=[CH:11][CH:10]=[CH:9][CH:8]=2)[CH:6]=1. (7) Given the reactants [C:1]1([C:7]2([C:14]3[CH:19]=[CH:18][CH:17]=[CH:16][CH:15]=3)[CH2:12][CH2:11][C:10](=[O:13])[CH:9]=[CH:8]2)[CH:6]=[CH:5][CH:4]=[CH:3][CH:2]=1, predict the reaction product. The product is: [C:1]1([C:7]2([C:14]3[CH:19]=[CH:18][CH:17]=[CH:16][CH:15]=3)[CH2:8][CH2:9][CH:10]([OH:13])[CH2:11][CH2:12]2)[CH:2]=[CH:3][CH:4]=[CH:5][CH:6]=1. (8) The product is: [CH3:34][N:32]([CH3:33])[CH2:31][CH2:30][NH:29][C:23](=[O:25])[C:22]1[CH:21]=[CH:20][C:19](/[CH:18]=[N:17]/[NH:16][C:15]2[N:14]=[CH:13][N:12]=[C:11]3[N:7]([C:1]4[CH:6]=[CH:5][CH:4]=[CH:3][CH:2]=4)[N:8]=[CH:9][C:10]=23)=[CH:27][CH:26]=1. Given the reactants [C:1]1([N:7]2[C:11]3=[N:12][CH:13]=[N:14][C:15]([NH:16]/[N:17]=[CH:18]/[C:19]4[CH:27]=[CH:26][C:22]([C:23]([OH:25])=O)=[CH:21][CH:20]=4)=[C:10]3[CH:9]=[N:8]2)[CH:6]=[CH:5][CH:4]=[CH:3][CH:2]=1.C[NH:29][CH2:30][CH2:31][NH:32][CH3:33].[CH2:34](OP(C#N)(=O)OCC)C.C(N(CC)CC)C, predict the reaction product.